This data is from Full USPTO retrosynthesis dataset with 1.9M reactions from patents (1976-2016). The task is: Predict the reactants needed to synthesize the given product. (1) Given the product [Cl:1][C:2]1[N:11]=[C:10]([O:22][CH3:20])[C:9]([F:13])=[CH:8][C:3]=1[C:4]([O:6][CH3:7])=[O:5], predict the reactants needed to synthesize it. The reactants are: [Cl:1][C:2]1[N:11]=[C:10](Cl)[C:9]([F:13])=[CH:8][C:3]=1[C:4]([O:6][CH3:7])=[O:5].C[O-].[Na+].CO.O.[C:20](OCC)(=[O:22])C. (2) Given the product [C:1]([C:5]1[N:9]2[N:10]=[C:11]([CH2:14][C:15]([C:16]3[CH:21]=[CH:20][C:19]([F:22])=[CH:18][C:17]=3[F:23])=[O:24])[CH:12]=[CH:13][C:8]2=[N:7][N:6]=1)([CH3:4])([CH3:2])[CH3:3], predict the reactants needed to synthesize it. The reactants are: [C:1]([C:5]1[N:9]2[N:10]=[C:11]([C:14]#[C:15][C:16]3[CH:21]=[CH:20][C:19]([F:22])=[CH:18][C:17]=3[F:23])[CH:12]=[CH:13][C:8]2=[N:7][N:6]=1)([CH3:4])([CH3:3])[CH3:2].[OH:24]S(O)(=O)=O. (3) Given the product [Cl:1][C:2]1[CH:3]=[C:4]([CH:9]=[C:10]([O:12][CH:14]([C:15](=[O:17])[CH3:16])[CH3:18])[CH:11]=1)[C:5]([O:7][CH:8]([C:28](=[O:29])[CH3:27])[CH3:19])=[O:6], predict the reactants needed to synthesize it. The reactants are: [Cl:1][C:2]1[CH:3]=[C:4]([CH:9]=[C:10]([OH:12])[CH:11]=1)[C:5]([O:7][CH3:8])=[O:6].Cl[CH:14]([CH3:18])[C:15](=[O:17])[CH3:16].[C:19](=O)([O-])[O-].[K+].[K+].[I-].[K+].[CH3:27][C:28](C)=[O:29]. (4) Given the product [C:14]1([CH2:20][CH2:21][NH:22][C:23]2[S:24][CH:1]=[C:2]([CH2:3][CH2:4][CH3:5])[N:25]=2)[CH:19]=[CH:18][CH:17]=[CH:16][CH:15]=1, predict the reactants needed to synthesize it. The reactants are: [CH3:1][C:2](=O)[CH2:3][CH2:4][CH3:5].BrBr.C([O-])(=O)C.[Na+].[C:14]1([CH2:20][CH2:21][NH:22][C:23]([NH2:25])=[S:24])[CH:19]=[CH:18][CH:17]=[CH:16][CH:15]=1.C(=O)([O-])O.[Na+]. (5) Given the product [CH2:1]([O:8][C:9]1[C:10]([B:25]([OH:28])[OH:26])=[CH:11][C:12]2[CH2:16][CH:15]([CH3:17])[S:14][C:13]=2[CH:18]=1)[C:2]1[CH:7]=[CH:6][CH:5]=[CH:4][CH:3]=1, predict the reactants needed to synthesize it. The reactants are: [CH2:1]([O:8][C:9]1[C:10](Br)=[CH:11][C:12]2[CH2:16][CH:15]([CH3:17])[S:14][C:13]=2[CH:18]=1)[C:2]1[CH:7]=[CH:6][CH:5]=[CH:4][CH:3]=1.[Li]CCCC.[B:25](OC)([O:28]C)[O:26]C.Cl. (6) Given the product [CH3:1][O:2][C:3]([C:5]1[N:6]([N:11]=[CH:18][C:13]2[CH:14]=[CH:15][CH:16]=[CH:17][N:12]=2)[CH:7]=[C:8]([Cl:10])[CH:9]=1)=[O:4], predict the reactants needed to synthesize it. The reactants are: [CH3:1][O:2][C:3]([C:5]1[N:6]([NH2:11])[CH:7]=[C:8]([Cl:10])[CH:9]=1)=[O:4].[N:12]1[CH:17]=[CH:16][CH:15]=[CH:14][C:13]=1[CH:18]=O. (7) Given the product [OH:1][C@@H:2]1[C@H:6]([OH:7])[C@@H:5]([CH2:8][OH:9])[O:4][C@H:3]1[N:10]1[CH:18]=[N:17][C:16]2[C:11]1=[N:12][C:13]([C:34]([NH:38][CH2:39][CH2:40][CH2:41][N:42]1[CH2:46][CH2:45][CH2:44][CH2:43]1)=[O:36])=[N:14][C:15]=2[NH:19][CH2:20][CH:21]([C:28]1[CH:33]=[CH:32][CH:31]=[CH:30][CH:29]=1)[C:22]1[CH:23]=[CH:24][CH:25]=[CH:26][CH:27]=1, predict the reactants needed to synthesize it. The reactants are: [OH:1][C@@H:2]1[C@H:6]([OH:7])[C@@H:5]([CH2:8][OH:9])[O:4][C@H:3]1[N:10]1[CH:18]=[N:17][C:16]2[C:11]1=[N:12][C:13]([C:34]([O:36]C)=O)=[N:14][C:15]=2[NH:19][CH2:20][CH:21]([C:28]1[CH:33]=[CH:32][CH:31]=[CH:30][CH:29]=1)[C:22]1[CH:27]=[CH:26][CH:25]=[CH:24][CH:23]=1.[NH2:38][CH2:39][CH2:40][CH2:41][N:42]1[CH2:46][CH2:45][CH2:44][CH2:43]1.